Regression. Given two drug SMILES strings and cell line genomic features, predict the synergy score measuring deviation from expected non-interaction effect. From a dataset of NCI-60 drug combinations with 297,098 pairs across 59 cell lines. Drug 1: C1=NC2=C(N1)C(=S)N=C(N2)N. Drug 2: CC1=C2C(C(=O)C3(C(CC4C(C3C(C(C2(C)C)(CC1OC(=O)C(C(C5=CC=CC=C5)NC(=O)C6=CC=CC=C6)O)O)OC(=O)C7=CC=CC=C7)(CO4)OC(=O)C)O)C)OC(=O)C. Cell line: NCI-H522. Synergy scores: CSS=61.4, Synergy_ZIP=-9.72, Synergy_Bliss=-5.12, Synergy_Loewe=-22.4, Synergy_HSA=-1.60.